From a dataset of Full USPTO retrosynthesis dataset with 1.9M reactions from patents (1976-2016). Predict the reactants needed to synthesize the given product. (1) Given the product [CH2:1]([O:3][C:4]([N:6]1[C:10]2=[N:11][CH:12]=[C:13]([B:24]3[O:28][C:27]([CH3:30])([CH3:29])[C:26]([CH3:32])([CH3:31])[O:25]3)[CH:14]=[C:9]2[CH:8]=[C:7]1[C:16]1[C:21]([F:22])=[CH:20][CH:19]=[CH:18][C:17]=1[F:23])=[O:5])[CH3:2], predict the reactants needed to synthesize it. The reactants are: [CH2:1]([O:3][C:4]([N:6]1[C:10]2=[N:11][CH:12]=[C:13](Br)[CH:14]=[C:9]2[CH:8]=[C:7]1[C:16]1[C:21]([F:22])=[CH:20][CH:19]=[CH:18][C:17]=1[F:23])=[O:5])[CH3:2].[B:24]1([B:24]2[O:28][C:27]([CH3:30])([CH3:29])[C:26]([CH3:32])([CH3:31])[O:25]2)[O:28][C:27]([CH3:30])([CH3:29])[C:26]([CH3:32])([CH3:31])[O:25]1.C([O-])(=O)C.[K+]. (2) The reactants are: [C:1]([O:5][C:6](=[O:13])[NH:7][C@H:8]([CH2:11][OH:12])[CH:9]=[CH2:10])([CH3:4])([CH3:3])[CH3:2].[C@H]1(N[C:21]([C:23]2C3C(=CC=CC=3)C=[CH:25][C:24]=2P(C2C=CC=CC=2)C2C=CC=CC=2)=[O:22])CCCC[C@@H]1N[C:21]([C:23]1C2C(=CC=CC=2)C=[CH:25][C:24]=1P(C1C=CC=CC=1)C1C=CC=CC=1)=[O:22].C(B(CC)CC)C.C1COCC1.C(C1CO1)=C. Given the product [C:1]([O:5][C:6](=[O:13])[NH:7][C@H:8]([CH2:11][O:12][CH:23]([CH2:21][OH:22])[CH:24]=[CH2:25])[CH:9]=[CH2:10])([CH3:4])([CH3:2])[CH3:3], predict the reactants needed to synthesize it. (3) Given the product [O:12]1[CH:16]=[CH:15][C:14]([C:2]2[CH:10]=[C:9]3[C:5]([CH2:6][C:7](=[O:11])[NH:8]3)=[CH:4][CH:3]=2)=[CH:13]1, predict the reactants needed to synthesize it. The reactants are: Br[C:2]1[CH:10]=[C:9]2[C:5]([CH2:6][C:7](=[O:11])[NH:8]2)=[CH:4][CH:3]=1.[O:12]1[CH:16]=[CH:15][C:14](B(O)O)=[CH:13]1.C(=O)([O-])[O-].[Na+].[Na+]. (4) Given the product [F:3][C:4]1[CH:5]=[C:6]([CH:28]=[C:29]([C:31]([F:34])([F:33])[F:32])[CH:30]=1)[CH2:7][C:8]1[S:9][C:10]2[C:16]([C:17]3[CH:18]=[C:19]([CH:25]=[CH:26][CH:27]=3)[C:20]([NH:40][CH2:39][CH2:38][O:37][CH3:36])=[O:21])=[CH:15][CH:14]=[CH:13][C:11]=2[CH:12]=1, predict the reactants needed to synthesize it. The reactants are: [OH-].[Na+].[F:3][C:4]1[CH:5]=[C:6]([CH:28]=[C:29]([C:31]([F:34])([F:33])[F:32])[CH:30]=1)[CH2:7][C:8]1[S:9][C:10]2[C:16]([C:17]3[CH:18]=[C:19]([CH:25]=[CH:26][CH:27]=3)[C:20](OCC)=[O:21])=[CH:15][CH:14]=[CH:13][C:11]=2[CH:12]=1.Cl.[CH3:36][O:37][CH2:38][CH2:39][NH2:40].CCN=C=NCCCN(C)C.C1C=CC2N(O)N=NC=2C=1. (5) Given the product [CH3:20][C:11]1([C:14]2[CH:19]=[CH:18][CH:17]=[CH:16][CH:15]=2)[CH2:10][CH2:9][NH:8][CH2:13][CH2:12]1, predict the reactants needed to synthesize it. The reactants are: C([N:8]1[CH2:13][CH2:12][C:11]([CH3:20])([C:14]2[CH:19]=[CH:18][CH:17]=[CH:16][CH:15]=2)[CH2:10][CH2:9]1)C1C=CC=CC=1.[H][H]. (6) Given the product [CH2:1]([N:3]([CH2:29][C:30]1[CH:31]=[CH:32][C:33]([O:36][CH2:39][CH2:40][N:42]([CH2:44][CH2:45][O:46][CH3:47])[CH3:43])=[CH:34][CH:35]=1)[C:4]1[CH:9]=[C:8]([O:10][CH3:11])[CH:7]=[CH:6][C:5]=1[C@H:12]1[CH2:21][CH2:20][C:19]2[CH:18]=[C:17]([OH:22])[CH:16]=[CH:15][C:14]=2[CH2:13]1)[CH3:2], predict the reactants needed to synthesize it. The reactants are: [CH2:1]([N:3]([C:29](=O)[C:30]1[CH:35]=[CH:34][C:33]([OH:36])=[CH:32][CH:31]=1)[C:4]1[CH:9]=[C:8]([O:10][CH3:11])[CH:7]=[CH:6][C:5]=1[C@H:12]1[CH2:21][CH2:20][C:19]2[CH:18]=[C:17]([O:22]C(=O)C(C)(C)C)[CH:16]=[CH:15][C:14]=2[CH2:13]1)[CH3:2].Cl[CH2:39][C:40]([N:42]([CH2:44][CH2:45][O:46][CH3:47])[CH3:43])=O. (7) Given the product [S:1]1[C:5]2[CH:6]=[CH:7][C:8]([CH2:10][CH2:11][O:12][CH2:17][CH2:16][C:15]([O:19][C:20]([CH3:23])([CH3:22])[CH3:21])=[O:18])=[CH:9][C:4]=2[CH:3]=[CH:2]1, predict the reactants needed to synthesize it. The reactants are: [S:1]1[C:5]2[CH:6]=[CH:7][C:8]([CH2:10][CH2:11][OH:12])=[CH:9][C:4]=2[CH:3]=[CH:2]1.[OH-].[K+].[C:15]([O:19][C:20]([CH3:23])([CH3:22])[CH3:21])(=[O:18])[CH:16]=[CH2:17].Cl. (8) The reactants are: [BH4-].[Na+].[C:3]([O:7][C:8]([N:10]1[CH2:13][CH:12]([C:14](O)=[O:15])[CH2:11]1)=[O:9])([CH3:6])([CH3:5])[CH3:4].II.CO. Given the product [OH:15][CH2:14][CH:12]1[CH2:13][N:10]([C:8]([O:7][C:3]([CH3:6])([CH3:5])[CH3:4])=[O:9])[CH2:11]1, predict the reactants needed to synthesize it. (9) Given the product [C:1]([O:5][C:6](=[O:20])[NH:7][C:8]1[CH:13]=[CH:12][C:11]([N:14]2[CH:15]=[CH:16][CH:17]=[CH:18]2)=[CH:10][C:9]=1[NH:19][C:34](=[O:35])[CH2:33][C:32]([C:28]1[CH:29]=[CH:30][CH:31]=[C:26]([N:21]2[CH:25]=[CH:24][N:23]=[CH:22]2)[CH:27]=1)=[O:37])([CH3:4])([CH3:2])[CH3:3], predict the reactants needed to synthesize it. The reactants are: [C:1]([O:5][C:6](=[O:20])[NH:7][C:8]1[CH:13]=[CH:12][C:11]([N:14]2[CH:18]=[CH:17][CH:16]=[CH:15]2)=[CH:10][C:9]=1[NH2:19])([CH3:4])([CH3:3])[CH3:2].[N:21]1([C:26]2[CH:27]=[C:28]([C:32]3[O:37]C(C)(C)[O:35][C:34](=O)[CH:33]=3)[CH:29]=[CH:30][CH:31]=2)[CH:25]=[CH:24][N:23]=[CH:22]1.